This data is from Full USPTO retrosynthesis dataset with 1.9M reactions from patents (1976-2016). The task is: Predict the reactants needed to synthesize the given product. Given the product [Cl:1][C:2]1[CH:3]=[C:4]([C:21]#[C:22][CH2:23][CH2:24][CH2:25][Cl:26])[C:5]2[O:10][CH:9]([C:11]([F:14])([F:13])[F:12])[C:8]([C:15]([OH:17])=[O:16])=[CH:7][C:6]=2[CH:20]=1, predict the reactants needed to synthesize it. The reactants are: [Cl:1][C:2]1[CH:3]=[C:4]([C:21]#[C:22][CH2:23][CH2:24][CH2:25][Cl:26])[C:5]2[O:10][CH:9]([C:11]([F:14])([F:13])[F:12])[C:8]([C:15]([O:17]CC)=[O:16])=[CH:7][C:6]=2[CH:20]=1.[OH-].[Na+].